From a dataset of Forward reaction prediction with 1.9M reactions from USPTO patents (1976-2016). Predict the product of the given reaction. (1) Given the reactants [Cl:1][C:2]1[C:10]([F:11])=[CH:9][C:5]([C:6]([OH:8])=O)=[C:4]([NH:12][C:13](=O)[CH2:14][CH3:15])[CH:3]=1.P(OC1C=CC=CC=1)(OC1C=CC=CC=1)OC1C=CC=CC=1.[CH2:39]([NH2:47])[CH2:40][C:41]1[CH:46]=[CH:45][CH:44]=[CH:43][CH:42]=1, predict the reaction product. The product is: [Cl:1][C:2]1[CH:3]=[C:4]2[C:5]([C:6](=[O:8])[N:47]([CH2:39][CH2:40][C:41]3[CH:46]=[CH:45][CH:44]=[CH:43][CH:42]=3)[C:13]([CH2:14][CH3:15])=[N:12]2)=[CH:9][C:10]=1[F:11]. (2) The product is: [CH3:29][N:30]1[CH2:34][CH2:33][CH:32]([O:35][C:6]([C:8]2[CH:9]=[C:10]([C:18]3[N:19]=[C:20]([C:23]4[CH:24]=[CH:25][N:26]=[CH:27][CH:28]=4)[S:21][CH:22]=3)[C:11](=[O:17])[NH:12][C:13]=2[CH:14]([CH3:16])[CH3:15])=[O:7])[CH2:31]1. Given the reactants N1([C:6]([C:8]2[CH:9]=[C:10]([C:18]3[N:19]=[C:20]([C:23]4[CH:28]=[CH:27][N:26]=[CH:25][CH:24]=4)[S:21][CH:22]=3)[C:11](=[O:17])[NH:12][C:13]=2[CH:14]([CH3:16])[CH3:15])=[O:7])C=CN=C1.[CH3:29][N:30]1[CH2:34][CH2:33][CH:32]([OH:35])[CH2:31]1, predict the reaction product. (3) Given the reactants [Cl:1][C:2]1[C:10]2[N:9]=[C:8]([NH:11][C:12]3[C:17]([CH3:18])=[CH:16][C:15]([Cl:19])=[CH:14][C:13]=3[O:20][CH3:21])[N:7]([CH2:22][CH2:23][OH:24])[C:6]=2[C:5]([CH:25]([CH2:28][CH3:29])[CH2:26][CH3:27])=[CH:4][CH:3]=1.[OH-:30].[Na+].O.Cl, predict the reaction product. The product is: [Cl:1][C:2]1[C:10]2[N:9]=[C:8]([NH:11][C:12]3[C:17]([CH3:18])=[CH:16][C:15]([Cl:19])=[CH:14][C:13]=3[O:20][CH3:21])[N:7]([CH2:22][C:23]([OH:30])=[O:24])[C:6]=2[C:5]([CH:25]([CH2:28][CH3:29])[CH2:26][CH3:27])=[CH:4][CH:3]=1. (4) Given the reactants [C:1]([N:8]1[CH2:16][CH2:15][CH:11]([C:12](O)=[O:13])[CH2:10][CH2:9]1)([O:3][C:4]([CH3:7])([CH3:6])[CH3:5])=[O:2].O.C(OCC)(=O)C.Cl, predict the reaction product. The product is: [C:4]([O:3][C:1]([N:8]1[CH2:16][CH2:15][CH:11]([CH2:12][OH:13])[CH2:10][CH2:9]1)=[O:2])([CH3:7])([CH3:6])[CH3:5]. (5) Given the reactants [NH4+].[Cl-].[CH3:3][C:4]1([CH3:20])[O:8][CH:7]([CH2:9][O:10][C:11]2[CH:16]=[CH:15][CH:14]=[C:13]([N+:17]([O-])=O)[CH:12]=2)[CH2:6][O:5]1.C(O)(C)C, predict the reaction product. The product is: [CH3:3][C:4]1([CH3:20])[O:8][CH:7]([CH2:9][O:10][C:11]2[CH:12]=[C:13]([CH:14]=[CH:15][CH:16]=2)[NH2:17])[CH2:6][O:5]1. (6) Given the reactants [N:1]1[CH:6]=[CH:5][C:4]([C:7]2[S:11][C:10]([C:12]([OH:14])=O)=[CH:9][CH:8]=2)=[CH:3][CH:2]=1.[NH:15]1[C:23]2[C:18](=[CH:19][C:20]([NH2:24])=[CH:21][CH:22]=2)[CH:17]=[N:16]1, predict the reaction product. The product is: [NH:15]1[C:23]2[C:18](=[CH:19][C:20]([NH:24][C:12]([C:10]3[S:11][C:7]([C:4]4[CH:3]=[CH:2][N:1]=[CH:6][CH:5]=4)=[CH:8][CH:9]=3)=[O:14])=[CH:21][CH:22]=2)[CH:17]=[N:16]1. (7) Given the reactants [C:1]([C:3]1[C:4]([C:14]2[CH:19]=[CH:18][C:17]([C:20]3[CH:25]=[CH:24][CH:23]=[CH:22][C:21]=3[C:26]#[N:27])=[CH:16][CH:15]=2)=[C:5]([C:11]([NH2:13])=[O:12])[N:6]([CH3:10])[C:7]=1[CH2:8][CH3:9])#[N:2], predict the reaction product. The product is: [CH3:5][N:6]([CH:10]=[N:13][C:11]([C:5]1[N:6]([CH3:10])[C:7]([CH2:8][CH3:9])=[C:3]([C:1]#[N:2])[C:4]=1[C:14]1[CH:19]=[CH:18][C:17]([C:20]2[CH:25]=[CH:24][CH:23]=[CH:22][C:21]=2[C:26]#[N:27])=[CH:16][CH:15]=1)=[O:12])[CH3:7]. (8) Given the reactants C[O:2][C:3](=[O:14])[CH2:4][C:5]1[CH:13]=[CH:12][CH:11]=[CH:10][C:6]=1[C:7]([OH:9])=O.[CH2:15]([N:17]([CH2:20][CH3:21])[CH2:18][CH3:19])[CH3:16].F[P-](F)(F)(F)(F)F.CN(C(=[N+](C)C)ON1[C:38]2=[N:39][CH:40]=[CH:41][CH:42]=[C:37]2N=N1)C.[Li+].[OH-].[CH2:48]1[CH2:52][O:51][CH2:50][CH2:49]1, predict the reaction product. The product is: [O:51]([C:50]1[CH:49]=[CH:12][CH:11]=[CH:10][C:16]=1[CH2:15][N:17]1[CH2:20][CH2:21][C:42]2([CH2:37][CH2:38][N:39]([C:7]([C:6]3[CH:10]=[CH:11][CH:12]=[CH:13][C:5]=3[CH2:4][C:3]([OH:2])=[O:14])=[O:9])[CH2:40][CH2:41]2)[CH2:19][CH2:18]1)[C:52]1[CH:48]=[CH:6][CH:5]=[CH:4][CH:3]=1.